This data is from Catalyst prediction with 721,799 reactions and 888 catalyst types from USPTO. The task is: Predict which catalyst facilitates the given reaction. (1) Reactant: [Cl:1][C:2]1[CH:7]=[CH:6][C:5]([C:8]2[O:9][C:10]3[CH:21]=[CH:20][C:19]([OH:22])=[CH:18][C:11]=3[C:12]=2[C:13]([O:15][CH2:16][CH3:17])=[O:14])=[CH:4][CH:3]=1.[CH:23](Br)([CH3:25])[CH3:24].C(=O)([O-])[O-].[Cs+].[Cs+].[NH4+]. Product: [Cl:1][C:2]1[CH:3]=[CH:4][C:5]([C:8]2[O:9][C:10]3[CH:21]=[CH:20][C:19]([O:22][CH:23]([CH3:25])[CH3:24])=[CH:18][C:11]=3[C:12]=2[C:13]([O:15][CH2:16][CH3:17])=[O:14])=[CH:6][CH:7]=1. The catalyst class is: 179. (2) Reactant: [Cl:1][C:2]1[CH:7]=[CH:6][C:5]([N+:8]([O-])=O)=[CH:4][C:3]=1[C:11]([CH3:15])([CH3:14])[C:12]#[N:13]. Product: [NH2:8][C:5]1[CH:6]=[CH:7][C:2]([Cl:1])=[C:3]([C:11]([CH3:14])([CH3:15])[C:12]#[N:13])[CH:4]=1. The catalyst class is: 458. (3) Reactant: C(OC([NH:8][CH:9]([C:32]([O:34][CH3:35])=[O:33])[CH2:10][C:11]1[CH:31]=[CH:30][C:14]([O:15][C:16]2[CH:29]=[CH:28][C:19]([CH:20]=[C:21]3[S:25][C:24](=[O:26])[NH:23][C:22]3=[O:27])=[CH:18][CH:17]=2)=[CH:13][CH:12]=1)=O)(C)(C)C. Product: [NH2:8][CH:9]([C:32]([O:34][CH3:35])=[O:33])[CH2:10][C:11]1[CH:31]=[CH:30][C:14]([O:15][C:16]2[CH:29]=[CH:28][C:19]([CH:20]=[C:21]3[S:25][C:24](=[O:26])[NH:23][C:22]3=[O:27])=[CH:18][CH:17]=2)=[CH:13][CH:12]=1. The catalyst class is: 2. (4) Product: [CH2:1]([O:8][C:9]1[CH:10]=[CH:11][C:12]([C:15](=[S:16])[NH:17][NH2:18])=[CH:13][CH:14]=1)[C:2]1[CH:3]=[CH:4][CH:5]=[CH:6][CH:7]=1. The catalyst class is: 393. Reactant: [CH2:1]([O:8][C:9]1[CH:14]=[CH:13][C:12]([C:15]([NH:17][NH:18]C(OC(C)(C)C)=O)=[S:16])=[CH:11][CH:10]=1)[C:2]1[CH:7]=[CH:6][CH:5]=[CH:4][CH:3]=1. (5) Reactant: [F:1][C:2]1[CH:7]=[CH:6][N:5]2[C:8]([C:11]([OH:13])=O)=[CH:9][N:10]=[C:4]2[CH:3]=1.C(Cl)(=O)C(Cl)=O.CN(C=O)C.[NH2:25][C:26]1[CH:27]=[C:28]([CH:42]=[CH:43][C:44]=1[F:45])[C:29]([NH:31][C@@H:32]1[C:40]2[C:35](=[CH:36][CH:37]=[CH:38][CH:39]=2)[CH2:34][C@@H:33]1[OH:41])=[O:30]. The catalyst class is: 272. Product: [F:45][C:44]1[CH:43]=[CH:42][C:28]([C:29](=[O:30])[NH:31][C@@H:32]2[C:40]3[C:35](=[CH:36][CH:37]=[CH:38][CH:39]=3)[CH2:34][C@@H:33]2[OH:41])=[CH:27][C:26]=1[NH:25][C:11]([C:8]1[N:5]2[CH:6]=[CH:7][C:2]([F:1])=[CH:3][C:4]2=[N:10][CH:9]=1)=[O:13]. (6) Reactant: Br[C:2]1[CH:3]=[C:4]([CH:13]=[C:14]([F:16])[CH:15]=1)[O:5][Si:6]([C:9]([CH3:12])([CH3:11])[CH3:10])([CH3:8])[CH3:7].C([Li])CCC.CN([CH:25]=[O:26])C.O. Product: [Si:6]([O:5][C:4]1[CH:3]=[C:2]([CH:15]=[C:14]([F:16])[CH:13]=1)[CH:25]=[O:26])([C:9]([CH3:12])([CH3:11])[CH3:10])([CH3:8])[CH3:7]. The catalyst class is: 1. (7) Reactant: [N:1]1[CH:6]=[CH:5][CH:4]=[CH:3][C:2]=1[C:7]1[O:8][CH:9]=[CH:10][N:11]=1.[Li]CCCC.[C:17]1([CH2:23][CH2:24][CH2:25][CH2:26][CH2:27][CH2:28][CH:29]=[O:30])[CH:22]=[CH:21][CH:20]=[CH:19][CH:18]=1. Product: [C:17]1([CH2:23][CH2:24][CH2:25][CH2:26][CH2:27][CH2:28][CH:29]([C:9]2[O:8][C:7]([C:2]3[CH:3]=[CH:4][CH:5]=[CH:6][N:1]=3)=[N:11][CH:10]=2)[OH:30])[CH:22]=[CH:21][CH:20]=[CH:19][CH:18]=1. The catalyst class is: 1. (8) Reactant: [CH:1]([C:4]1[CH:9]=[CH:8][C:7]([S:10]([C:13]2[CH:18]=[CH:17][CH:16]=[CH:15][CH:14]=2)(=[O:12])=[O:11])=[CH:6][C:5]=1[S:19]([NH:22][CH:23]1[CH2:28][CH2:27][CH2:26][CH:25]([C:29]([O:31]C)=[O:30])[CH2:24]1)(=[O:21])=[O:20])([CH3:3])[CH3:2].[OH-].[Na+]. Product: [CH:1]([C:4]1[CH:9]=[CH:8][C:7]([S:10]([C:13]2[CH:14]=[CH:15][CH:16]=[CH:17][CH:18]=2)(=[O:11])=[O:12])=[CH:6][C:5]=1[S:19]([NH:22][CH:23]1[CH2:28][CH2:27][CH2:26][CH:25]([C:29]([OH:31])=[O:30])[CH2:24]1)(=[O:21])=[O:20])([CH3:3])[CH3:2]. The catalyst class is: 7. (9) Reactant: [Br:1][C:2]1[CH:3]=[N:4][NH:5][C:6]=1[C:7]([O:9][CH3:10])=[O:8].[C:11]1(P(C2C=CC=CC=2)C2C=CC=CC=2)C=CC=C[CH:12]=1.[N:30]([C:39]([O:41][C:42]([CH3:45])([CH3:44])[CH3:43])=[O:40])=[N:30][C:39]([O:41][C:42]([CH3:45])([CH3:44])[CH3:43])=[O:40]. Product: [CH3:10][O:9][C:7]([C:6]1[N:5]([C@H:11]([NH:30][C:39]([O:41][C:42]([CH3:43])([CH3:44])[CH3:45])=[O:40])[CH3:12])[N:4]=[CH:3][C:2]=1[Br:1])=[O:8]. The catalyst class is: 1. (10) Reactant: [CH3:1][C:2]([CH3:7])=[CH:3][C:4](Cl)=[O:5].[Br:8][C:9]1[CH:16]=[CH:15][C:12]([NH:13][CH3:14])=[CH:11][CH:10]=1.C(N(CC)CC)C. The catalyst class is: 4. Product: [Br:8][C:9]1[CH:16]=[CH:15][C:12]([N:13]([CH3:14])[C:4](=[O:5])[CH:3]=[C:2]([CH3:7])[CH3:1])=[CH:11][CH:10]=1.